From a dataset of Catalyst prediction with 721,799 reactions and 888 catalyst types from USPTO. Predict which catalyst facilitates the given reaction. Reactant: [NH2:1][C@@H:2]1[CH2:7][CH2:6][CH2:5][CH2:4][C@H:3]1[NH:8][C:9]1[S:10][C:11]2[CH:17]=[C:16]([O:18][C:19]3[CH:24]=[CH:23][N:22]=[C:21]([C:25]([NH:27][CH3:28])=[O:26])[CH:20]=3)[CH:15]=[CH:14][C:12]=2[N:13]=1.C(N(CC)CC)C.[C:36](OC(=O)C)(=[O:38])[CH3:37]. Product: [C:36]([NH:1][C@@H:2]1[CH2:7][CH2:6][CH2:5][CH2:4][C@H:3]1[NH:8][C:9]1[S:10][C:11]2[CH:17]=[C:16]([O:18][C:19]3[CH:24]=[CH:23][N:22]=[C:21]([C:25]([NH:27][CH3:28])=[O:26])[CH:20]=3)[CH:15]=[CH:14][C:12]=2[N:13]=1)(=[O:38])[CH3:37]. The catalyst class is: 3.